From a dataset of Forward reaction prediction with 1.9M reactions from USPTO patents (1976-2016). Predict the product of the given reaction. (1) The product is: [OH:1][C@@H:2]([CH2:18][N:19]([C:24]1[CH:25]=[CH:26][C:27]([O:30][CH2:31][CH2:32][CH2:33][C:34](=[O:37])[NH2:35])=[CH:28][CH:29]=1)[CH2:20][CH:21]([CH3:22])[CH3:23])[CH2:3][O:4][C:5]1[C:17]2[C:16]3[C:11](=[CH:12][CH:13]=[CH:14][CH:15]=3)[NH:10][C:9]=2[CH:8]=[CH:7][CH:6]=1. Given the reactants [OH:1][C@@H:2]([CH2:18][N:19]([C:24]1[CH:29]=[CH:28][C:27]([O:30][CH2:31][CH2:32][CH2:33][C:34]#[N:35])=[CH:26][CH:25]=1)[CH2:20][CH:21]([CH3:23])[CH3:22])[CH2:3][O:4][C:5]1[C:17]2[C:16]3[C:11](=[CH:12][CH:13]=[CH:14][CH:15]=3)[NH:10][C:9]=2[CH:8]=[CH:7][CH:6]=1.C(=O)([O-])[O-:37].[K+].[K+].OO, predict the reaction product. (2) Given the reactants [Si]([O:8][CH2:9][CH2:10][O:11][C:12]1[CH:18]=[CH:17][C:15]([NH2:16])=[CH:14][C:13]=1[CH3:19])(C(C)(C)C)(C)C.Cl.Cl[C:22]1[N:27]=[C:26]([NH:28][C@@H:29]2[CH2:37][C@H:36]3[N:32]([CH2:33][CH2:34][CH2:35]3)[C:31]([CH3:39])([CH3:38])[CH2:30]2)[C:25]([F:40])=[CH:24][N:23]=1.CC1C=CC(S(O)(=O)=O)=CC=1.O, predict the reaction product. The product is: [CH3:38][C:31]1([CH3:39])[CH2:30][C@H:29]([NH:28][C:26]2[C:25]([F:40])=[CH:24][N:23]=[C:22]([NH:16][C:15]3[CH:17]=[CH:18][C:12]([O:11][CH2:10][CH2:9][OH:8])=[C:13]([CH3:19])[CH:14]=3)[N:27]=2)[CH2:37][C@H:36]2[N:32]1[CH2:33][CH2:34][CH2:35]2. (3) Given the reactants [C:1]([N:4]([O:42][CH3:43])[C:5]1([CH2:37][CH2:38][CH:39]([CH3:41])[CH3:40])[C:14]2[C:9](=[CH:10][CH:11]=[CH:12][CH:13]=2)[C:8]([OH:15])=[C:7]([C:16]2[NH:21][C:20]3[CH:22]=[CH:23][C:24]([NH:26]C(=O)OC(C)(C)C)=[CH:25][C:19]=3[S:18](=[O:35])(=[O:34])[N:17]=2)[C:6]1=[O:36])(=[O:3])[CH3:2].Cl.C(N(CC)CC)C.[CH3:52][S:53](Cl)(=[O:55])=[O:54], predict the reaction product. The product is: [OH:15][C:8]1[C:9]2[C:14](=[CH:13][CH:12]=[CH:11][CH:10]=2)[C:5]([N:4]([O:42][CH3:43])[C:1](=[O:3])[CH3:2])([CH2:37][CH2:38][CH:39]([CH3:41])[CH3:40])[C:6](=[O:36])[C:7]=1[C:16]1[NH:21][C:20]2[CH:22]=[CH:23][C:24]([NH:26][S:53]([CH3:52])(=[O:55])=[O:54])=[CH:25][C:19]=2[S:18](=[O:34])(=[O:35])[N:17]=1. (4) Given the reactants Cl.[CH3:2][O:3][C:4](=[O:10])[C@@H:5]1[CH2:9][CH2:8][CH2:7][NH:6]1.[N:11]1[C:15]2[CH:16]=[CH:17][CH:18]=[CH:19][C:14]=2[NH:13][C:12]=1[S:20][CH2:21][C:22](O)=[O:23].C(N(CC)CC)C.C(Cl)CCl.C1C=CC2N(O)N=NC=2C=1, predict the reaction product. The product is: [NH:11]1[C:15]2[CH:16]=[CH:17][CH:18]=[CH:19][C:14]=2[N:13]=[C:12]1[S:20][CH2:21][C:22]([N:6]1[CH2:7][CH2:8][CH2:9][C@H:5]1[C:4]([O:3][CH3:2])=[O:10])=[O:23]. (5) The product is: [Br:1][C:2]1[CH:7]=[CH:6][N:5]=[C:4]([NH:15][CH:9]2[CH2:14][CH2:13][CH2:12][CH2:11][CH2:10]2)[CH:3]=1. Given the reactants [Br:1][C:2]1[CH:7]=[CH:6][N:5]=[C:4](Cl)[CH:3]=1.[CH:9]1([NH2:15])[CH2:14][CH2:13][CH2:12][CH2:11][CH2:10]1, predict the reaction product. (6) Given the reactants [CH3:1][O:2][C:3]([C:5]1[CH:13]=[C:12]2[C:8]([CH:9]=[CH:10][NH:11]2)=[CH:7][CH:6]=1)=[O:4].C([Mg]Br)C.[CH3:18][C:19]1([CH3:27])[C:21]([CH3:23])([CH3:22])[CH:20]1[C:24](Cl)=[O:25], predict the reaction product. The product is: [CH3:1][O:2][C:3]([C:5]1[CH:13]=[C:12]2[C:8]([C:9]([C:24]([CH:20]3[C:21]([CH3:23])([CH3:22])[C:19]3([CH3:27])[CH3:18])=[O:25])=[CH:10][NH:11]2)=[CH:7][CH:6]=1)=[O:4]. (7) The product is: [CH3:31][N:32]([CH3:37])[CH2:33][C:34]([NH:3][CH2:4][CH2:5][NH:6][C:7]([C:9]1[CH:29]=[CH:28][C:12]2[N:13]([CH3:27])[C:14]([NH:16][C:17]3[S:18][C:19]4[CH:25]=[C:24]([Cl:26])[CH:23]=[CH:22][C:20]=4[N:21]=3)=[N:15][C:11]=2[CH:10]=1)=[O:8])=[O:35]. Given the reactants Cl.Cl.[NH2:3][CH2:4][CH2:5][NH:6][C:7]([C:9]1[CH:29]=[CH:28][C:12]2[N:13]([CH3:27])[C:14]([NH:16][C:17]3[S:18][C:19]4[CH:25]=[C:24]([Cl:26])[CH:23]=[CH:22][C:20]=4[N:21]=3)=[N:15][C:11]=2[CH:10]=1)=[O:8].Cl.[CH3:31][N:32]([CH3:37])[CH2:33][C:34](O)=[O:35].CN(C(ON1N=NC2C=CC=CC1=2)=[N+](C)C)C.F[P-](F)(F)(F)(F)F.CCN(C(C)C)C(C)C, predict the reaction product. (8) Given the reactants [O:1]1[CH2:6][CH2:5][N:4]([C:7]2[CH:8]=[CH:9][C:10]([CH2:13][OH:14])=[N:11][CH:12]=2)[CH2:3][CH2:2]1.[H-].[Na+].F[C:18]1[CH:25]=[CH:24][C:21]([C:22]#[N:23])=[CH:20][CH:19]=1.[NH4+].[Cl-], predict the reaction product. The product is: [O:1]1[CH2:6][CH2:5][N:4]([C:7]2[CH:8]=[CH:9][C:10]([CH2:13][O:14][C:18]3[CH:25]=[CH:24][C:21]([C:22]#[N:23])=[CH:20][CH:19]=3)=[N:11][CH:12]=2)[CH2:3][CH2:2]1. (9) Given the reactants [CH3:1][O:2][C:3]1[CH:8]=[C:7]([N+:9]([O-:11])=[O:10])[CH:6]=[CH:5][C:4]=1[N:12]1[CH2:17][C@H:16]([CH3:18])[NH:15][C@H:14]([CH3:19])[CH2:13]1.C(N(CC)C(C)C)(C)C.[C:29]([O:33][C:34](O[C:34]([O:33][C:29]([CH3:32])([CH3:31])[CH3:30])=[O:35])=[O:35])([CH3:32])([CH3:31])[CH3:30].C(=O)([O-])O.[Na+], predict the reaction product. The product is: [CH3:1][O:2][C:3]1[CH:8]=[C:7]([N+:9]([O-:11])=[O:10])[CH:6]=[CH:5][C:4]=1[N:12]1[CH2:13][C@H:14]([CH3:19])[N:15]([C:34]([O:33][C:29]([CH3:32])([CH3:31])[CH3:30])=[O:35])[C@H:16]([CH3:18])[CH2:17]1.